Dataset: Peptide-MHC class I binding affinity with 185,985 pairs from IEDB/IMGT. Task: Regression. Given a peptide amino acid sequence and an MHC pseudo amino acid sequence, predict their binding affinity value. This is MHC class I binding data. (1) The peptide sequence is QLCYCPASK. The MHC is HLA-A03:01 with pseudo-sequence HLA-A03:01. The binding affinity (normalized) is 0.659. (2) The peptide sequence is FLAADALVL. The MHC is HLA-A02:01 with pseudo-sequence HLA-A02:01. The binding affinity (normalized) is 0.936. (3) The peptide sequence is LIHQGMHMV. The MHC is HLA-A68:02 with pseudo-sequence HLA-A68:02. The binding affinity (normalized) is 0.410. (4) The peptide sequence is YPMSIPATL. The MHC is HLA-B07:02 with pseudo-sequence HLA-B07:02. The binding affinity (normalized) is 0.908.